Dataset: Reaction yield outcomes from USPTO patents with 853,638 reactions. Task: Predict the reaction yield, written as a fraction of the theoretical maximum amount of product (1.0 means a 100% yield; for example, 0.34 means a 34% yield). (1) The reactants are [C:1]([C:4]([OH:6])=[O:5])([OH:3])=[O:2].O.O.[N:9]1([CH2:15][CH2:16][CH:17]2[CH2:25][CH2:24][CH2:23][C:22]3[N:21]([C:26]4[CH:31]=[CH:30][CH:29]=[CH:28][CH:27]=4)[N:20]=[CH:19][C:18]2=3)[CH2:14][CH2:13][O:12][CH2:11][CH2:10]1. The catalyst is CC(C)=O. The product is [C:4]([OH:6])(=[O:5])[C:1]([OH:3])=[O:2].[N:9]1([CH2:15][CH2:16][CH:17]2[CH2:25][CH2:24][CH2:23][C:22]3[N:21]([C:26]4[CH:27]=[CH:28][CH:29]=[CH:30][CH:31]=4)[N:20]=[CH:19][C:18]2=3)[CH2:14][CH2:13][O:12][CH2:11][CH2:10]1. The yield is 0.650. (2) The reactants are [C:1]([N:20]1[CH:24]=[CH:23][N:22]=[C:21]1[CH2:25][CH2:26][CH2:27][OH:28])([C:14]1[CH:19]=[CH:18][CH:17]=[CH:16][CH:15]=1)([C:8]1[CH:13]=[CH:12][CH:11]=[CH:10][CH:9]=1)[C:2]1[CH:7]=[CH:6][CH:5]=[CH:4][CH:3]=1.CC(OI1(OC(C)=O)(OC(C)=O)OC(=O)C2C=CC=CC1=2)=O. The catalyst is C(Cl)Cl.CCOC(C)=O. The product is [C:1]([N:20]1[CH:24]=[CH:23][N:22]=[C:21]1[CH2:25][CH2:26][CH:27]=[O:28])([C:14]1[CH:15]=[CH:16][CH:17]=[CH:18][CH:19]=1)([C:8]1[CH:9]=[CH:10][CH:11]=[CH:12][CH:13]=1)[C:2]1[CH:7]=[CH:6][CH:5]=[CH:4][CH:3]=1. The yield is 0.890. (3) The reactants are Br[C:2]1[C:3]([O:15][C:16]2[CH:21]=[CH:20][CH:19]=[CH:18][CH:17]=2)=[CH:4][C:5](=[O:14])[N:6]([C:8]2[CH:13]=[CH:12][CH:11]=[CH:10][CH:9]=2)[N:7]=1.COCCOC.[CH3:28][N:29]1[CH:33]=[C:32](B2OC(C)(C)C(C)(C)O2)[CH:31]=[N:30]1.C([O-])(O)=O.[Na+]. The catalyst is O.C1C=CC([P]([Pd]([P](C2C=CC=CC=2)(C2C=CC=CC=2)C2C=CC=CC=2)([P](C2C=CC=CC=2)(C2C=CC=CC=2)C2C=CC=CC=2)[P](C2C=CC=CC=2)(C2C=CC=CC=2)C2C=CC=CC=2)(C2C=CC=CC=2)C2C=CC=CC=2)=CC=1. The product is [CH3:28][N:29]1[CH:33]=[C:32]([C:2]2[C:3]([O:15][C:16]3[CH:21]=[CH:20][CH:19]=[CH:18][CH:17]=3)=[CH:4][C:5](=[O:14])[N:6]([C:8]3[CH:13]=[CH:12][CH:11]=[CH:10][CH:9]=3)[N:7]=2)[CH:31]=[N:30]1. The yield is 0.290. (4) The product is [C:1]([C:5]1[CH:23]=[C:8]2[N:9]=[C:10]([CH3:22])[C:11]([CH2:14][C:15]([O:17][CH3:18])=[O:16])=[C:12]([C:29]3[C:30]4[C:35]5[C:26]([CH2:25][CH2:24][C:34]=5[CH:33]=[CH:32][CH:31]=4)=[CH:27][CH:28]=3)[N:7]2[N:6]=1)([CH3:3])([CH3:2])[CH3:4]. The catalyst is O.COCCOC. The yield is 0.850. The reactants are [C:1]([C:5]1[CH:23]=[C:8]2[N:9]=[C:10]([CH3:22])[C:11]([CH:14](CCC)[C:15]([O:17][CH3:18])=[O:16])=[C:12](Cl)[N:7]2[N:6]=1)([CH3:4])([CH3:3])[CH3:2].[CH2:24]1[C:34]2=[C:35]3[C:30](=[CH:31][CH:32]=[CH:33]2)[C:29](B2OC(C)(C)C(C)(C)O2)=[CH:28][CH:27]=[C:26]3[CH2:25]1.C(N(C(C)C)CC)(C)C.C(OCC)(=O)C. (5) The reactants are Br[C:2](Br)=[CH:3][C:4]1[CH:9]=[CH:8][CH:7]=[CH:6][C:5]=1[NH2:10].[F:12][C:13]([F:24])([F:23])[C:14]1[CH:19]=[CH:18][C:17](B(O)O)=[CH:16][CH:15]=1.[O-]P([O-])([O-])=O.[K+].[K+].[K+].O. The catalyst is C1(C)C=CC=CC=1.CC([O-])=O.CC([O-])=O.[Pd+2].COC1C=CC=C(OC)C=1C1C=CC=CC=1P(C1CCCCC1)C1CCCCC1. The product is [F:12][C:13]([F:24])([F:23])[C:14]1[CH:19]=[CH:18][C:17]([C:2]2[NH:10][C:5]3[C:4]([CH:3]=2)=[CH:9][CH:8]=[CH:7][CH:6]=3)=[CH:16][CH:15]=1. The yield is 0.750. (6) The reactants are [BH4-].[Na+].[CH3:3][CH:4]([CH3:16])[C:5](=[O:15])[CH2:6][CH2:7][NH:8][C:9]1[CH:14]=[CH:13][CH:12]=[CH:11][CH:10]=1. The catalyst is CO. The product is [CH3:3][CH:4]([CH3:16])[CH:5]([OH:15])[CH2:6][CH2:7][NH:8][C:9]1[CH:14]=[CH:13][CH:12]=[CH:11][CH:10]=1. The yield is 0.230.